From a dataset of Forward reaction prediction with 1.9M reactions from USPTO patents (1976-2016). Predict the product of the given reaction. (1) Given the reactants Cl.[NH:2]1[CH2:7][CH2:6][CH2:5][CH:4]([C:8]2[CH:23]=[CH:22][C:11]([O:12][C:13]3[CH:21]=[CH:20][C:16]([C:17]([NH2:19])=[O:18])=[CH:15][N:14]=3)=[CH:10][CH:9]=2)[CH2:3]1.[F:24][C:25]1[CH:26]=[C:27]([CH:30]=[CH:31][CH:32]=1)[CH:28]=O.[BH4-].[Na+], predict the reaction product. The product is: [F:24][C:25]1[CH:26]=[C:27]([CH:30]=[CH:31][CH:32]=1)[CH2:28][N:2]1[CH2:7][CH2:6][CH2:5][CH:4]([C:8]2[CH:9]=[CH:10][C:11]([O:12][C:13]3[CH:21]=[CH:20][C:16]([C:17]([NH2:19])=[O:18])=[CH:15][N:14]=3)=[CH:22][CH:23]=2)[CH2:3]1. (2) Given the reactants [CH2:1]([NH:3][C:4]1[CH:9]=[C:8]([O:10][CH3:11])[CH:7]=[CH:6][C:5]=1[CH:12]1[CH2:21][CH2:20][C:19]2[CH:18]=[C:17]([O:22][C:23](=[O:28])[C:24]([CH3:27])([CH3:26])[CH3:25])[CH:16]=[CH:15][C:14]=2[CH2:13]1)[CH3:2].C([O:32][C:33]1[CH:41]=[CH:40][C:36]([C:37](O)=[O:38])=[CH:35][CH:34]=1)(=O)C.C(OC1C=CC(C(CCNC2C=C(OC)C=CC=2C2CCC3C=C(OC(=O)C(C)(C)C)C=CC=3C2)=O)=CC=1)(=O)C, predict the reaction product. The product is: [CH2:1]([N:3]([C:37](=[O:38])[C:36]1[CH:40]=[CH:41][C:33]([OH:32])=[CH:34][CH:35]=1)[C:4]1[CH:9]=[C:8]([O:10][CH3:11])[CH:7]=[CH:6][C:5]=1[CH:12]1[CH2:21][CH2:20][C:19]2[CH:18]=[C:17]([O:22][C:23](=[O:28])[C:24]([CH3:27])([CH3:26])[CH3:25])[CH:16]=[CH:15][C:14]=2[CH2:13]1)[CH3:2]. (3) Given the reactants [CH:1]1([S:4]([NH:7][C:8]2[CH:13]=[CH:12][C:11]([C:14]3[C:15]4[S:22][C:21]([C:23]5[CH2:24][CH2:25][N:26](C(OC(C)(C)C)=O)[CH2:27][CH:28]=5)=[CH:20][C:16]=4[N:17]=[CH:18][N:19]=3)=[CH:10][CH:9]=2)(=[O:6])=[O:5])[CH2:3][CH2:2]1.[ClH:36], predict the reaction product. The product is: [ClH:36].[ClH:36].[NH:26]1[CH2:27][CH:28]=[C:23]([C:21]2[S:22][C:15]3[C:14]([C:11]4[CH:10]=[CH:9][C:8]([NH:7][S:4]([CH:1]5[CH2:3][CH2:2]5)(=[O:5])=[O:6])=[CH:13][CH:12]=4)=[N:19][CH:18]=[N:17][C:16]=3[CH:20]=2)[CH2:24][CH2:25]1. (4) Given the reactants C(N(C(C)C)C(C)C)C.[CH3:10][O:11][CH2:12]Cl.[CH2:14]([C:17]1[CH:22]=[CH:21][C:20]([OH:23])=[CH:19][CH:18]=1)[CH2:15][CH3:16].O, predict the reaction product. The product is: [CH3:10][O:11][CH2:12][O:23][C:20]1[CH:21]=[CH:22][C:17]([CH2:14][CH2:15][CH3:16])=[CH:18][CH:19]=1. (5) The product is: [CH3:18][N:16]1[C:17]2[C:13](=[CH:12][CH:11]=[CH:10][C:9]=2[OH:8])[CH:14]=[CH:15]1. Given the reactants C([O:8][C:9]1[CH:10]=[CH:11][CH:12]=[C:13]2[C:17]=1[N:16]([CH3:18])[CH:15]=[CH:14]2)C1C=CC=CC=1.[H][H], predict the reaction product. (6) Given the reactants Cl.[F:2][C:3]1[CH:8]=[CH:7][CH:6]=[C:5]([F:9])[C:4]=1[C:10]1[N:15]=[C:14]([C:16]([NH:18][C:19]2[CH:20]=[N:21][CH:22]=[CH:23][C:24]=2[C@H:25]2[CH2:30][C@@H:29]([NH:31]C(=O)OC(C)(C)C)[C@@H:28]([S:39][CH3:40])[C@@H:27]([CH3:41])[CH2:26]2)=[O:17])[CH:13]=[CH:12][C:11]=1[F:42], predict the reaction product. The product is: [NH2:31][C@H:29]1[C@@H:28]([S:39][CH3:40])[C@@H:27]([CH3:41])[CH2:26][C@@H:25]([C:24]2[CH:23]=[CH:22][N:21]=[CH:20][C:19]=2[NH:18][C:16](=[O:17])[C:14]2[CH:13]=[CH:12][C:11]([F:42])=[C:10]([C:4]3[C:3]([F:2])=[CH:8][CH:7]=[CH:6][C:5]=3[F:9])[N:15]=2)[CH2:30]1.